From a dataset of Catalyst prediction with 721,799 reactions and 888 catalyst types from USPTO. Predict which catalyst facilitates the given reaction. (1) Reactant: [CH2:1]([N:3]1[C:7]2=[N:8][C:9]([CH2:59][CH3:60])=[C:10]([CH2:19][NH:20][C:21]([C:23]3[CH:28]=[CH:27][C:26]([C:29]([NH:31][CH2:32][C:33]4[CH:34]=[C:35]([C:39]5[CH:44]=[CH:43][CH:42]=[C:41]([CH2:45][N:46]6[CH2:51][CH2:50][N:49](C(OC(C)(C)C)=O)[CH2:48][CH2:47]6)[CH:40]=5)[CH:36]=[CH:37][CH:38]=4)=[O:30])=[CH:25][CH:24]=3)=[O:22])[C:11]([NH:12][CH:13]3[CH2:18][CH2:17][O:16][CH2:15][CH2:14]3)=[C:6]2[CH:5]=[N:4]1)[CH3:2].C(O)(C(F)(F)F)=O. Product: [CH2:1]([N:3]1[C:7]2=[N:8][C:9]([CH2:59][CH3:60])=[C:10]([CH2:19][NH:20][C:21]([C:23]3[CH:28]=[CH:27][C:26]([C:29]([NH:31][CH2:32][C:33]4[CH:34]=[C:35]([C:39]5[CH:44]=[CH:43][CH:42]=[C:41]([CH2:45][N:46]6[CH2:47][CH2:48][NH:49][CH2:50][CH2:51]6)[CH:40]=5)[CH:36]=[CH:37][CH:38]=4)=[O:30])=[CH:25][CH:24]=3)=[O:22])[C:11]([NH:12][CH:13]3[CH2:14][CH2:15][O:16][CH2:17][CH2:18]3)=[C:6]2[CH:5]=[N:4]1)[CH3:2]. The catalyst class is: 47. (2) Reactant: [NH2:1][C:2]1[CH:7]=[CH:6][C:5]([N:8]2[CH2:13][CH2:12][N:11]([C:14]([O:16][C:17]([CH3:20])([CH3:19])[CH3:18])=[O:15])[CH2:10][CH2:9]2)=[CH:4][CH:3]=1.C(N(CC)C(C)C)(C)C.[Cl:30][C:31]1[N:36]=[C:35](Cl)[N:34]=[CH:33][N:32]=1.N1C=CC=NN=1. Product: [Cl:30][C:31]1[N:36]=[CH:35][N:34]=[C:33]([NH:1][C:2]2[CH:7]=[CH:6][C:5]([N:8]3[CH2:13][CH2:12][N:11]([C:14]([O:16][C:17]([CH3:20])([CH3:19])[CH3:18])=[O:15])[CH2:10][CH2:9]3)=[CH:4][CH:3]=2)[N:32]=1. The catalyst class is: 2. (3) Reactant: [CH3:1][NH2:2].[C:3]1([CH:9]2[CH2:14][CH2:13][C:12](=O)[CH2:11][CH2:10]2)[CH:8]=[CH:7][CH:6]=[CH:5][CH:4]=1. Product: [CH3:1][NH:2][C@H:12]1[CH2:13][CH2:14][C@H:9]([C:3]2[CH:8]=[CH:7][CH:6]=[CH:5][CH:4]=2)[CH2:10][CH2:11]1. The catalyst class is: 1.